The task is: Predict the product of the given reaction.. This data is from Forward reaction prediction with 1.9M reactions from USPTO patents (1976-2016). Given the reactants [CH:1]1([CH2:4][N:5]([C@@H:13]2[CH2:15][C@H:14]2[C:16]2[CH:21]=[CH:20][C:19]([NH:22][C:23]([C:25]3[CH:26]=[N:27][N:28]([CH3:30])[CH:29]=3)=[O:24])=[CH:18][CH:17]=2)C(=O)OC(C)(C)C)[CH2:3][CH2:2]1.[ClH:31].COC1CCCC1, predict the reaction product. The product is: [ClH:31].[CH:1]1([CH2:4][NH:5][C@@H:13]2[CH2:15][C@H:14]2[C:16]2[CH:21]=[CH:20][C:19]([NH:22][C:23]([C:25]3[CH:26]=[N:27][N:28]([CH3:30])[CH:29]=3)=[O:24])=[CH:18][CH:17]=2)[CH2:3][CH2:2]1.